From a dataset of Full USPTO retrosynthesis dataset with 1.9M reactions from patents (1976-2016). Predict the reactants needed to synthesize the given product. Given the product [CH3:1][C:2]1[C:3]([CH3:21])=[CH:4][C:5]2[N:14]([CH2:15][CH2:22][N:23]([CH2:24][C:25]([OH:27])=[O:26])[CH3:28])[C:13]3[C:8]([C:9](=[O:19])[NH:10][C:11](=[O:18])[N:12]=3)=[N:7][C:6]=2[CH:20]=1, predict the reactants needed to synthesize it. The reactants are: [CH3:1][C:2]1[C:3]([CH3:21])=[CH:4][C:5]2[N:14]([CH2:15]C=O)[C:13]3[C:8]([C:9](=[O:19])[NH:10][C:11](=[O:18])[N:12]=3)=[N:7][C:6]=2[CH:20]=1.[CH3:22][NH:23][CH2:24][C:25]([OH:27])=[O:26].[C:28](O)(=O)C.C([BH3-])#N.[Na+].